Dataset: Full USPTO retrosynthesis dataset with 1.9M reactions from patents (1976-2016). Task: Predict the reactants needed to synthesize the given product. Given the product [Cl:17][C:14]1[CH:15]=[CH:16][C:11]([S:8]([N:7]([CH2:18][C:19]2[CH:20]=[CH:21][C:22]([C:23]([O:25][CH3:26])=[O:24])=[CH:27][CH:28]=2)[CH2:6][C:5]2[CH:29]=[CH:30][C:31]([Cl:32])=[CH:3][CH:4]=2)(=[O:9])=[O:10])=[CH:12][CH:13]=1, predict the reactants needed to synthesize it. The reactants are: CO[C:3]1[CH:4]=[C:5]([CH:29]=[CH:30][CH:31]=1)[CH2:6][N:7]([CH2:18][C:19]1[CH:28]=[CH:27][C:22]([C:23]([O:25][CH3:26])=[O:24])=[CH:21][CH:20]=1)[S:8]([C:11]1[CH:16]=[CH:15][C:14]([Cl:17])=[CH:13][CH:12]=1)(=[O:10])=[O:9].[Cl:32]C1C=CC(S(NCC2C=CC(C(OC)=O)=CC=2)(=O)=O)=CC=1.ClC1C=CC(CBr)=CC=1.